Dataset: Catalyst prediction with 721,799 reactions and 888 catalyst types from USPTO. Task: Predict which catalyst facilitates the given reaction. (1) The catalyst class is: 4. Product: [C:1]([N:9]1[C@H:16]2[C@H:12]([N:13]([C:17]([O:19][C:20]3([CH2:24][C:25]4[CH:26]=[CH:27][CH:28]=[CH:29][CH:30]=4)[CH2:21][CH2:22][CH2:23]3)=[O:18])[CH2:14][CH2:15]2)[C:11](=[O:31])[CH2:10]1)(=[O:8])[C:2]1[CH:7]=[CH:6][CH:5]=[CH:4][CH:3]=1. Reactant: [C:1]([N:9]1[C@H:16]2[C@H:12]([N:13]([C:17]([O:19][C:20]3([CH2:24][C:25]4[CH:30]=[CH:29][CH:28]=[CH:27][CH:26]=4)[CH2:23][CH2:22][CH2:21]3)=[O:18])[CH2:14][CH2:15]2)[C@@H:11]([OH:31])[CH2:10]1)(=[O:8])[C:2]1[CH:7]=[CH:6][CH:5]=[CH:4][CH:3]=1.CC(OI1(OC(C)=O)(OC(C)=O)OC(=O)C2C=CC=CC1=2)=O. (2) Reactant: C1(P(C2CCCCC2)C2C=CC=CC=2C2C(C(C)C)=CC(C(C)C)=CC=2C(C)C)CCCCC1.[O:35]1[CH2:40][CH2:39][N:38]([C:41]2[CH:42]=[C:43]([NH2:47])[CH:44]=[N:45][CH:46]=2)[CH2:37][CH2:36]1.Cl[C:49]1[C:58]2[C:53](=[C:54]([Cl:59])[CH:55]=[CH:56][CH:57]=2)[N:52]=[C:51]([C:60]2[CH:65]=[CH:64][CH:63]=[CH:62][N:61]=2)[C:50]=1[CH3:66].CC(C)([O-])C.[Na+]. Product: [Cl:59][C:54]1[CH:55]=[CH:56][CH:57]=[C:58]2[C:53]=1[N:52]=[C:51]([C:60]1[CH:65]=[CH:64][CH:63]=[CH:62][N:61]=1)[C:50]([CH3:66])=[C:49]2[NH:47][C:43]1[CH:44]=[N:45][CH:46]=[C:41]([N:38]2[CH2:39][CH2:40][O:35][CH2:36][CH2:37]2)[CH:42]=1. The catalyst class is: 101. (3) Reactant: C([O:4][CH2:5][C:6]1[CH:11]=[C:10]([CH3:12])[C:9]([O:13][CH3:14])=[CH:8][N:7]=1)(=O)C.[OH-].[Na+]. Product: [CH3:14][O:13][C:9]1[C:10]([CH3:12])=[CH:11][C:6]([CH2:5][OH:4])=[N:7][CH:8]=1. The catalyst class is: 5. (4) Reactant: [Cl:1][C:2]1[CH:7]=[C:6](Cl)[N:5]=[C:4]([S:9][CH3:10])[N:3]=1.[NH2:11][NH2:12]. Product: [Cl:1][C:2]1[CH:7]=[C:6]([NH:11][NH2:12])[N:5]=[C:4]([S:9][CH3:10])[N:3]=1. The catalyst class is: 1. (5) The catalyst class is: 174. Product: [Cl:1][C:2]1[CH:10]=[C:9]([S:11]([CH3:14])(=[O:13])=[O:12])[CH:8]=[CH:7][C:3]=1[C:4]([O:6][C:27]1[CH:28]=[CH:29][C:24]([N+:21]([O-:23])=[O:22])=[CH:25][CH:26]=1)=[O:5]. Reactant: [Cl:1][C:2]1[CH:10]=[C:9]([S:11]([CH3:14])(=[O:13])=[O:12])[CH:8]=[CH:7][C:3]=1[C:4]([OH:6])=[O:5].C(Cl)(=O)C(Cl)=O.[N+:21]([C:24]1[CH:29]=[CH:28][C:27](O)=[CH:26][CH:25]=1)([O-:23])=[O:22].C(N(CC)CC)C. (6) Reactant: [N:1]1[CH:6]=[CH:5][CH:4]=[CH:3][C:2]=1[C:7]1[O:8][C:9]2[CH2:15][CH2:14][CH2:13][NH:12][CH2:11][C:10]=2[N:16]=1.Br[C:18]1[CH:19]=[C:20]([CH:23]=[C:24]([F:26])[CH:25]=1)[C:21]#[N:22].C([O-])([O-])=O.[Cs+].[Cs+].CC1(C)C2C(=C(P(C3C=CC=CC=3)C3C=CC=CC=3)C=CC=2)OC2C(P(C3C=CC=CC=3)C3C=CC=CC=3)=CC=CC1=2. Product: [F:26][C:24]1[CH:23]=[C:20]([CH:19]=[C:18]([N:12]2[CH2:13][CH2:14][CH2:15][C:9]3[O:8][C:7]([C:2]4[CH:3]=[CH:4][CH:5]=[CH:6][N:1]=4)=[N:16][C:10]=3[CH2:11]2)[CH:25]=1)[C:21]#[N:22]. The catalyst class is: 222. (7) Reactant: O.ON1C2C=CC=CC=2N=N1.Cl.CN(C)CCCN=C=NCC.[CH3:24][C:25]1[CH:41]=[CH:40][C:28]([CH2:29][N:30]2[C:35](=[O:36])[CH:34]=[CH:33][C:32]([C:37]([OH:39])=O)=[CH:31]2)=[CH:27][CH:26]=1.O[N:43]=[C:44]([C:46]1[CH:51]=[CH:50][C:49]([C:52]([CH3:58])([CH3:57])[C:53]([F:56])([F:55])[F:54])=[CH:48][CH:47]=1)[NH2:45]. Product: [CH3:24][C:25]1[CH:26]=[CH:27][C:28]([CH2:29][N:30]2[CH:31]=[C:32]([C:37]3[O:39][N:45]=[C:44]([C:46]4[CH:47]=[CH:48][C:49]([C:52]([CH3:58])([CH3:57])[C:53]([F:54])([F:55])[F:56])=[CH:50][CH:51]=4)[N:43]=3)[CH:33]=[CH:34][C:35]2=[O:36])=[CH:40][CH:41]=1. The catalyst class is: 18.